This data is from Reaction yield outcomes from USPTO patents with 853,638 reactions. The task is: Predict the reaction yield, written as a fraction of the theoretical maximum amount of product (1.0 means a 100% yield; for example, 0.34 means a 34% yield). (1) The reactants are CS([C:5]1[CH:6]=[C:7]([CH:9]=[C:10]([N+:12]([O-:14])=[O:13])[CH:11]=1)[NH2:8])(=O)=O.[CH3:15][S:16](Cl)(=[O:18])=[O:17].[C:20]([O-])(O)=O.[Na+]. The catalyst is N1C=CC=CC=1. The product is [CH3:20][C:5]1[CH:6]=[C:7]([NH:8][S:16]([CH3:15])(=[O:18])=[O:17])[CH:9]=[C:10]([N+:12]([O-:14])=[O:13])[CH:11]=1. The yield is 0.430. (2) The reactants are [NH2:1][C:2]1[CH:41]=[CH:40][CH:39]=[C:38]([F:42])[C:3]=1[CH2:4][CH2:5][C@H:6]1[CH2:13][N:12]([C:14]([O:16][C:17]([CH3:20])([CH3:19])[CH3:18])=[O:15])[CH2:11][C:8]2([CH2:10][CH2:9]2)[N:7]1[C:21]([O:23][CH2:24][CH:25]1[C:37]2[CH:36]=[CH:35][CH:34]=[CH:33][C:32]=2[C:31]2[C:26]1=[CH:27][CH:28]=[CH:29][CH:30]=2)=[O:22].[C:43]([O:47][C:48]([NH:50][C@@H:51]([CH:55]([C:63]1[CH:68]=[CH:67][C:66]([F:69])=[CH:65][CH:64]=1)[C:56]1[CH:61]=[CH:60][C:59]([F:62])=[CH:58][CH:57]=1)[C:52](O)=[O:53])=[O:49])([CH3:46])([CH3:45])[CH3:44].O=P(Cl)(Cl)Cl. The catalyst is N1C=CC=CC=1. The product is [C:43]([O:47][C:48]([NH:50][C@@H:51]([CH:55]([C:56]1[CH:61]=[CH:60][C:59]([F:62])=[CH:58][CH:57]=1)[C:63]1[CH:68]=[CH:67][C:66]([F:69])=[CH:65][CH:64]=1)[C:52]([NH:1][C:2]1[CH:41]=[CH:40][CH:39]=[C:38]([F:42])[C:3]=1[CH2:4][CH2:5][C@H:6]1[CH2:13][N:12]([C:14]([O:16][C:17]([CH3:20])([CH3:18])[CH3:19])=[O:15])[CH2:11][C:8]2([CH2:10][CH2:9]2)[N:7]1[C:21]([O:23][CH2:24][CH:25]1[C:37]2[CH:36]=[CH:35][CH:34]=[CH:33][C:32]=2[C:31]2[C:26]1=[CH:27][CH:28]=[CH:29][CH:30]=2)=[O:22])=[O:53])=[O:49])([CH3:46])([CH3:44])[CH3:45]. The yield is 0.420. (3) The reactants are [NH2:1][C:2]1[CH:41]=[CH:40][C:5]([CH2:6][N:7]2[C:13]3[CH:14]=[CH:15][CH:16]=[CH:17][C:12]=3[N:11]([C:18]3[CH:23]=[CH:22][C:21]([CH2:24][NH:25][C:26]([O:28][C:29]([CH3:32])([CH3:31])[CH3:30])=[O:27])=[CH:20][CH:19]=3)[C:10](=[O:33])[CH:9]([CH2:34][C:35]([O:37][CH3:38])=[O:36])[C:8]2=[O:39])=[CH:4][CH:3]=1.C(N(CC)CC)C.[CH3:49][S:50](Cl)(=[O:52])=[O:51].CN(C1C=CC=CN=1)C. The catalyst is O.O1CCCC1. The product is [C:29]([O:28][C:26]([NH:25][CH2:24][C:21]1[CH:22]=[CH:23][C:18]([N:11]2[C:12]3[CH:17]=[CH:16][CH:15]=[CH:14][C:13]=3[N:7]([CH2:6][C:5]3[CH:40]=[CH:41][C:2]([NH:1][S:50]([CH3:49])(=[O:52])=[O:51])=[CH:3][CH:4]=3)[C:8](=[O:39])[CH:9]([CH2:34][C:35]([O:37][CH3:38])=[O:36])[C:10]2=[O:33])=[CH:19][CH:20]=1)=[O:27])([CH3:31])([CH3:32])[CH3:30]. The yield is 0.440. (4) The reactants are [CH2:1]([C:5]1[N:10]=[C:9]([CH3:11])[N:8]([CH2:12][CH:13]([CH:15]2[CH2:20][CH2:19][CH2:18][CH2:17][CH2:16]2)[OH:14])[C:7](=[O:21])[C:6]=1[CH2:22][C:23]1[CH:28]=[CH:27][C:26]([C:29]2[CH:34]=[CH:33][CH:32]=[CH:31][C:30]=2[C:35]2[NH:39][C:38](=[O:40])[O:37][N:36]=2)=[CH:25][CH:24]=1)[CH2:2][CH2:3][CH3:4].CC(OI1(OC(C)=O)(OC(C)=O)OC(=O)C2C1=CC=CC=2)=O.C(=O)([O-])O.[Na+].S([O-])([O-])(=O)=S.[Na+].[Na+]. The catalyst is C(Cl)Cl. The product is [CH2:1]([C:5]1[N:10]=[C:9]([CH3:11])[N:8]([CH2:12][C:13]([CH:15]2[CH2:16][CH2:17][CH2:18][CH2:19][CH2:20]2)=[O:14])[C:7](=[O:21])[C:6]=1[CH2:22][C:23]1[CH:24]=[CH:25][C:26]([C:29]2[CH:34]=[CH:33][CH:32]=[CH:31][C:30]=2[C:35]2[NH:39][C:38](=[O:40])[O:37][N:36]=2)=[CH:27][CH:28]=1)[CH2:2][CH2:3][CH3:4]. The yield is 0.740. (5) The reactants are O.[NH2:2][NH2:3].[CH3:4][C:5]1[CH:10]=[CH:9][N:8]=[C:7](SC)[N:6]=1. The catalyst is CCO. The product is [CH3:4][C:5]1[CH:10]=[CH:9][N:8]=[C:7]([NH:2][NH2:3])[N:6]=1. The yield is 0.590. (6) The reactants are CC1C=C(NNC(=O)C(N2CCN(C)CC2)C2C3C(=CC=CC=3)C=CC=2)C=C(C)C=1.[O:31]1[C:35]2[CH:36]=[CH:37][C:38]([CH:40]([N:44]3[CH2:49][CH2:48][N:47]([CH3:50])[CH2:46][CH2:45]3)[C:41]([OH:43])=O)=[CH:39][C:34]=2[O:33][CH2:32]1.CCN=C=NCCCN(C)C.[ClH:62].C1C=C2N=NN(O)C2=CC=1.O.[F:74][C:75]([F:89])([F:88])[C:76]1[CH:77]=[C:78]([NH:86][NH2:87])[CH:79]=[C:80]([C:82]([F:85])([F:84])[F:83])[CH:81]=1.Cl. The catalyst is CN(C=O)C.C(Cl)Cl.O1CCOCC1.CCOCC. The product is [ClH:62].[O:31]1[C:35]2[CH:36]=[CH:37][C:38]([CH:40]([N:44]3[CH2:49][CH2:48][N:47]([CH3:50])[CH2:46][CH2:45]3)[C:41]([NH:87][NH:86][C:78]3[CH:79]=[C:80]([C:82]([F:84])([F:85])[F:83])[CH:81]=[C:76]([C:75]([F:74])([F:88])[F:89])[CH:77]=3)=[O:43])=[CH:39][C:34]=2[O:33][CH2:32]1. The yield is 0.220. (7) The reactants are [CH3:1][N:2]1[C:6]([C:7]2[C:8]([CH3:17])=[N:9][C:10]([O:15]C)=[C:11]([CH2:13][CH3:14])[CH:12]=2)=[N:5][C:4]([CH3:18])=[N:3]1.[I-].[Na+].Cl[Si](C)(C)C. The catalyst is C(#N)C. The product is [CH3:1][N:2]1[C:6]([C:7]2[CH:12]=[C:11]([CH2:13][CH3:14])[C:10](=[O:15])[NH:9][C:8]=2[CH3:17])=[N:5][C:4]([CH3:18])=[N:3]1. The yield is 0.660. (8) The reactants are Br[C:2]1[CH:3]=[C:4]2[C:8](=[CH:9][CH:10]=1)[C:7](=[O:11])[NH:6][CH2:5]2.[CH3:12][C:13]1([CH3:29])[C:17]([CH3:19])([CH3:18])[O:16][B:15]([B:15]2[O:16][C:17]([CH3:19])([CH3:18])[C:13]([CH3:29])([CH3:12])[O:14]2)[O:14]1.C([O-])(=O)C.[K+]. The catalyst is O1CCOCC1.C1C=CC(P(C2C=CC=CC=2)[C-]2C=CC=C2)=CC=1.C1C=CC(P(C2C=CC=CC=2)[C-]2C=CC=C2)=CC=1.Cl[Pd]Cl.[Fe+2]. The product is [CH3:12][C:13]1([CH3:29])[C:17]([CH3:19])([CH3:18])[O:16][B:15]([C:2]2[CH:3]=[C:4]3[C:8](=[CH:9][CH:10]=2)[C:7](=[O:11])[NH:6][CH2:5]3)[O:14]1. The yield is 0.310. (9) The reactants are [CH3:1][O:2][C:3]1[CH:8]=[CH:7][C:6]([CH2:9][CH2:10][C:11]2[CH:12]=[C:13]([NH2:16])[NH:14][N:15]=2)=[C:5]([CH3:17])[CH:4]=1.Cl[C:19]1[CH:24]=[CH:23][N:22]=[C:21]([NH:25][CH2:26][C:27]2[O:31][N:30]=[C:29]([CH3:32])[CH:28]=2)[N:20]=1. The catalyst is C(O)C. The product is [CH3:1][O:2][C:3]1[CH:8]=[CH:7][C:6]([CH2:9][CH2:10][C:11]2[CH:12]=[C:13]([NH:16][C:19]3[CH:24]=[CH:23][N:22]=[C:21]([NH:25][CH2:26][C:27]4[O:31][N:30]=[C:29]([CH3:32])[CH:28]=4)[N:20]=3)[NH:14][N:15]=2)=[C:5]([CH3:17])[CH:4]=1. The yield is 0.510.